The task is: Predict which catalyst facilitates the given reaction.. This data is from Catalyst prediction with 721,799 reactions and 888 catalyst types from USPTO. Reactant: Cl[C:2]1[N:3]([CH3:19])[C:4]([C:13]2[CH:18]=[CH:17][CH:16]=[CH:15][CH:14]=2)=[C:5]([C:7]2[CH:12]=[CH:11][CH:10]=[CH:9][CH:8]=2)[N:6]=1.C([Li])CCC.Cl[C:26]([O:28][CH2:29][C:30]1[CH:35]=[CH:34][CH:33]=[CH:32][CH:31]=1)=[O:27].N1C=CN=C1. Product: [C:7]1([C:5]2[N:6]=[C:2]([C:26]([O:28][CH2:29][C:30]3[CH:35]=[CH:34][CH:33]=[CH:32][CH:31]=3)=[O:27])[N:3]([CH3:19])[C:4]=2[C:13]2[CH:18]=[CH:17][CH:16]=[CH:15][CH:14]=2)[CH:12]=[CH:11][CH:10]=[CH:9][CH:8]=1. The catalyst class is: 7.